This data is from Reaction yield outcomes from USPTO patents with 853,638 reactions. The task is: Predict the reaction yield, written as a fraction of the theoretical maximum amount of product (1.0 means a 100% yield; for example, 0.34 means a 34% yield). (1) The reactants are [F:1][C:2]1[CH:3]=[C:4]([C:8]2([C:14]#[N:15])[CH2:13][CH2:12][CH2:11][CH2:10][CH2:9]2)[CH:5]=[CH:6][CH:7]=1.C([O-])(O)=[O:17].[Na+]. No catalyst specified. The product is [F:1][C:2]1[CH:3]=[C:4]([C:8]2([C:14]([NH2:15])=[O:17])[CH2:13][CH2:12][CH2:11][CH2:10][CH2:9]2)[CH:5]=[CH:6][CH:7]=1. The yield is 0.870. (2) The reactants are [NH:1]1[C:9]2[C:4](=[CH:5][CH:6]=[CH:7][CH:8]=2)[CH2:3][C:2]1=[O:10].[Cl:11][C:12]1[CH:19]=[CH:18][C:15]([CH:16]=O)=[CH:14][CH:13]=1.N1CCCC1. No catalyst specified. The product is [Cl:11][C:12]1[CH:19]=[CH:18][C:15](/[CH:16]=[C:3]2\[C:2](=[O:10])[NH:1][C:9]3[C:4]\2=[CH:5][CH:6]=[CH:7][CH:8]=3)=[CH:14][CH:13]=1. The yield is 0.920. (3) The reactants are [CH2:1]([O:3][C:4]([C:6]1[N:7]([S:12]([CH3:15])(=[O:14])=[O:13])[CH:8]=[C:9]([NH2:11])[CH:10]=1)=[O:5])[CH3:2].C(N(CC)CC)C.[F:23][C:24]1[C:32]([F:33])=[CH:31][CH:30]=[CH:29][C:25]=1[C:26](Cl)=[O:27]. The catalyst is C(Cl)Cl.CCOC(C)=O. The product is [CH2:1]([O:3][C:4]([C:6]1[N:7]([S:12]([CH3:15])(=[O:14])=[O:13])[CH:8]=[C:9]([NH:11][C:26](=[O:27])[C:25]2[CH:29]=[CH:30][CH:31]=[C:32]([F:33])[C:24]=2[F:23])[CH:10]=1)=[O:5])[CH3:2]. The yield is 0.810. (4) The product is [CH2:35]([O:39][C:4](=[O:3])[C@@:5]([OH:33])([CH3:32])[CH2:6][N:7]([CH2:17][C:18]1[CH:19]=[CH:20][C:21]([C:24]2[CH:29]=[C:28]([Cl:30])[CH:27]=[CH:26][C:25]=2[F:31])=[CH:22][CH:23]=1)[NH:8][C:9]([C:11]1[O:15][N:14]=[C:13]([OH:16])[CH:12]=1)=[O:10])[CH:36]([CH3:38])[CH3:37]. No catalyst specified. The yield is 1.00. The reactants are C([O:3][C:4](=O)[C@@:5]([OH:33])([CH3:32])[CH2:6][N:7]([CH2:17][C:18]1[CH:23]=[CH:22][C:21]([C:24]2[CH:29]=[C:28]([Cl:30])[CH:27]=[CH:26][C:25]=2[F:31])=[CH:20][CH:19]=1)[NH:8][C:9]([C:11]1[O:15][N:14]=[C:13]([OH:16])[CH:12]=1)=[O:10])C.[CH2:35]([OH:39])[CH:36]([CH3:38])[CH3:37].Cl.O1CCOCC1. (5) The catalyst is C1COCC1. The reactants are [N:1]([CH:4]([O:16][CH2:17][CH2:18][OH:19])[CH2:5][O:6][C:7]1[CH:8]=[C:9]([CH:13]=[CH:14][CH:15]=1)[C:10]([OH:12])=[O:11])=[N+:2]=[N-:3].[H-].[Na+].[CH2:22]([O:24][C:25](=[O:28])[CH2:26]Br)[CH3:23]. The yield is 0.316. The product is [N:1]([CH:4]([O:16][CH2:17][CH2:18][O:19][CH2:26][C:25]([O:24][CH2:22][CH3:23])=[O:28])[CH2:5][O:6][C:7]1[CH:8]=[C:9]([CH:13]=[CH:14][CH:15]=1)[C:10]([OH:12])=[O:11])=[N+:2]=[N-:3].